Dataset: Full USPTO retrosynthesis dataset with 1.9M reactions from patents (1976-2016). Task: Predict the reactants needed to synthesize the given product. Given the product [CH3:1][O:2][C:3]1[CH:4]=[C:5]2[C:10](=[CH:11][CH:12]=1)[CH2:9][NH:8][CH2:7][CH2:6]2, predict the reactants needed to synthesize it. The reactants are: [CH3:1][O:2][C:3]1[CH:4]=[C:5]2[C:10](=[CH:11][CH:12]=1)[C:9](=O)[NH:8][CH2:7][CH2:6]2.[H-].[H-].[H-].[H-].[Li+].[Al+3].